This data is from Retrosynthesis with 50K atom-mapped reactions and 10 reaction types from USPTO. The task is: Predict the reactants needed to synthesize the given product. Given the product CC(C)OC(=O)NC1Cc2c(n(Cc3ccccn3)c3ccc(C#N)cc23)C1, predict the reactants needed to synthesize it. The reactants are: CC(C)OC(=O)Cl.N#Cc1ccc2c(c1)c1c(n2Cc2ccccn2)CC(N)C1.